Dataset: Catalyst prediction with 721,799 reactions and 888 catalyst types from USPTO. Task: Predict which catalyst facilitates the given reaction. (1) Reactant: [Cl:1][C:2]1[CH:18]=[CH:17][C:5]([CH2:6][C:7]2(C#N)[C:11](=[O:12])[C:10]([CH3:14])([CH3:13])[CH2:9][CH2:8]2)=[CH:4][CH:3]=1.S(=O)(=O)(O)O. Product: [Cl:1][C:2]1[CH:3]=[CH:4][C:5]([CH2:6][CH:7]2[C:11](=[O:12])[C:10]([CH3:14])([CH3:13])[CH2:9][CH2:8]2)=[CH:17][CH:18]=1. The catalyst class is: 6. (2) Reactant: [O:1]1[C:6]2[CH:7]=[CH:8][C:9]([NH:11][CH:12]3[CH2:20][C:19]4[C:14](=[CH:15][CH:16]=[CH:17][CH:18]=4)[CH2:13]3)=[CH:10][C:5]=2[O:4][CH2:3][CH2:2]1.CC([O-])(C)C.[K+].C([N:34]1[CH2:39][CH2:38][CH2:37][CH2:36][CH:35]1[CH2:40][CH2:41]OS(C(F)(F)F)(=O)=O)C1C=CC=CC=1.[C:50]1([CH3:56])[CH:55]=[CH:54][CH:53]=[CH:52][CH:51]=1. Product: [CH2:56]([CH:40]([CH:35]1[CH2:36][CH2:37][CH2:38][CH2:39][NH:34]1)[CH2:41][N:11]([C:9]1[CH:8]=[CH:7][C:6]2[O:1][CH2:2][CH2:3][O:4][C:5]=2[CH:10]=1)[CH:12]1[CH2:20][C:19]2[C:14](=[CH:15][CH:16]=[CH:17][CH:18]=2)[CH2:13]1)[C:50]1[CH:55]=[CH:54][CH:53]=[CH:52][CH:51]=1. The catalyst class is: 13. (3) Reactant: [C:1]([N:4]([CH2:13][CH3:14])[NH:5][C:6]([O:8][C:9]([CH3:12])([CH3:11])[CH3:10])=[O:7])(=[S:3])[NH2:2].[CH3:15]I. Product: [CH2:13]([N:4]([C:1](=[NH:2])[S:3][CH3:15])[NH:5][C:6]([O:8][C:9]([CH3:10])([CH3:12])[CH3:11])=[O:7])[CH3:14]. The catalyst class is: 10. (4) Reactant: [CH:1]1([CH:7]([NH:24][C:25]2[CH:30]=[CH:29][C:28]([C:31]([NH:33][CH2:34][CH2:35][C:36]([O:38][CH2:39][CH3:40])=[O:37])=[O:32])=[CH:27][CH:26]=2)[C:8]2[O:9][C:10]3[CH:17]=[CH:16][C:15]([O:18][CH2:19][CH2:20][CH2:21]SC)=[CH:14][C:11]=3[C:12]=2[CH3:13])[CH2:6][CH2:5][CH2:4][CH2:3][CH2:2]1.Cl[C:42]1C=CC=C(C(OO)=O)C=1.[S:52]([O-:55])([O-])=[O:53].[Na+].[Na+]. Product: [CH:1]1([CH:7]([NH:24][C:25]2[CH:30]=[CH:29][C:28]([C:31]([NH:33][CH2:34][CH2:35][C:36]([O:38][CH2:39][CH3:40])=[O:37])=[O:32])=[CH:27][CH:26]=2)[C:8]2[O:9][C:10]3[CH:17]=[CH:16][C:15]([O:18][CH2:19][CH2:20][CH2:21][S:52]([CH3:42])(=[O:55])=[O:53])=[CH:14][C:11]=3[C:12]=2[CH3:13])[CH2:6][CH2:5][CH2:4][CH2:3][CH2:2]1. The catalyst class is: 21. (5) Reactant: [F:1][C:2]([F:18])([C:9]([F:17])([F:16])[C:10]([F:15])([F:14])[CH:11]([F:13])[F:12])[CH2:3][CH:4]([C:7]#[N:8])[C:5]#[N:6].Br[CH2:20][CH:21]=[C:22]([CH3:24])[CH3:23].C(=O)([O-])[O-].[K+].[K+].Cl. Product: [CH3:23][C:22]([CH3:24])=[CH:21][CH2:20][C:4]([CH2:3][C:2]([F:18])([F:1])[C:9]([F:16])([F:17])[C:10]([F:14])([F:15])[CH:11]([F:13])[F:12])([C:7]#[N:8])[C:5]#[N:6]. The catalyst class is: 57. (6) Reactant: [CH3:1][N:2]([CH3:21])[C:3](=[O:20])[C@@H:4]([NH:9]C(=O)OCC1C=CC=CC=1)[C:5]1([OH:8])[CH2:7][CH2:6]1. Product: [NH2:9][C@@H:4]([C:5]1([OH:8])[CH2:7][CH2:6]1)[C:3]([N:2]([CH3:21])[CH3:1])=[O:20]. The catalyst class is: 178. (7) Reactant: [N+:1]([C:4]1[CH:9]=[CH:8][CH:7]=[CH:6][C:5]=1[NH:10][CH2:11][CH2:12][C:13]([O:15][CH3:16])=[O:14])([O-])=O. Product: [NH2:1][C:4]1[CH:9]=[CH:8][CH:7]=[CH:6][C:5]=1[NH:10][CH2:11][CH2:12][C:13]([O:15][CH3:16])=[O:14]. The catalyst class is: 515. (8) Reactant: [NH:1]([C:5]1[CH:34]=[CH:33][C:8]2[NH:9][C:10]([CH:12]([C:14]3[NH:15][C:16]4[CH2:21][CH2:20][N:19](C(OCC5C=CC=CC=5)=O)[CH2:18][C:17]=4[N:32]=3)[CH3:13])=[N:11][C:7]=2[CH:6]=1)[C:2]([NH2:4])=[NH:3].O1CCCC1. Product: [NH:15]1[C:16]2[CH2:21][CH2:20][NH:19][CH2:18][C:17]=2[N:32]=[C:14]1[CH:12]([C:10]1[NH:9][C:8]2[CH:33]=[CH:34][C:5]([NH:1][C:2]([NH2:4])=[NH:3])=[CH:6][C:7]=2[N:11]=1)[CH3:13]. The catalyst class is: 43. (9) Reactant: P12(SP3(SP(SP(S3)(S1)=S)(=S)S2)=S)=[S:2].[CH3:15][NH:16][C:17]([CH2:19][NH:20][C:21](=O)[C:22]1[CH:27]=[CH:26][CH:25]=[N:24][CH:23]=1)=O.N1C=CC=CC=1. Product: [CH3:15][NH:16][C:17]1[S:2][C:21]([C:22]2[CH:23]=[N:24][CH:25]=[CH:26][CH:27]=2)=[N:20][CH:19]=1. The catalyst class is: 11. (10) Reactant: [CH2:1]([N:8]1[C:12]([C@H:13]([NH:18]C(=O)OC(C)(C)C)[C:14]([CH3:17])([CH3:16])[CH3:15])=[N:11][C:10]([C:26]2[CH:31]=[C:30]([F:32])[CH:29]=[CH:28][C:27]=2[F:33])=[N:9]1)[C:2]1[CH:7]=[CH:6][CH:5]=[CH:4][CH:3]=1.C(O)(C(F)(F)F)=O. Product: [CH2:1]([N:8]1[C:12]([C@H:13]([NH2:18])[C:14]([CH3:17])([CH3:16])[CH3:15])=[N:11][C:10]([C:26]2[CH:31]=[C:30]([F:32])[CH:29]=[CH:28][C:27]=2[F:33])=[N:9]1)[C:2]1[CH:7]=[CH:6][CH:5]=[CH:4][CH:3]=1. The catalyst class is: 2.